From a dataset of Catalyst prediction with 721,799 reactions and 888 catalyst types from USPTO. Predict which catalyst facilitates the given reaction. (1) Reactant: FC(F)(F)C(O)=O.[CH3:8][S:9]([C:12]1[CH:17]=[CH:16][C:15]([C:18]2[CH:23]=[CH:22][C:21]([O:24][CH2:25][CH:26]3[CH2:31][CH2:30][NH:29][CH2:28][CH2:27]3)=[CH:20][CH:19]=2)=[CH:14][CH:13]=1)(=[O:11])=[O:10].C([O-])([O-])=O.[K+].[K+].O.[CH3:39][C:40]1([CH3:43])[CH2:42][O:41]1. Product: [CH3:39][C:40]([OH:41])([CH3:43])[CH2:42][N:29]1[CH2:30][CH2:31][CH:26]([CH2:25][O:24][C:21]2[CH:22]=[CH:23][C:18]([C:15]3[CH:14]=[CH:13][C:12]([S:9]([CH3:8])(=[O:11])=[O:10])=[CH:17][CH:16]=3)=[CH:19][CH:20]=2)[CH2:27][CH2:28]1. The catalyst class is: 14. (2) Reactant: C1(P(C2C=CC=CC=2)C2C3OC4C(=CC=CC=4P(C4C=CC=CC=4)C4C=CC=CC=4)C(C)(C)C=3C=CC=2)C=CC=CC=1.[CH:43]([C:46]1[CH:47]=[CH:48][C:49]([O:81][CH3:82])=[C:50]([C:52]2[CH:57]=[CH:56][C:55]([C:58]([F:61])([F:60])[F:59])=[CH:54][C:53]=2[CH2:62][NH:63][C:64]2[N:69]=[CH:68][C:67]([O:70][CH2:71][CH2:72][CH2:73][C:74]([O:76][C:77]([CH3:80])([CH3:79])[CH3:78])=[O:75])=[CH:66][N:65]=2)[CH:51]=1)([CH3:45])[CH3:44].Br[C:84]1[CH:89]=[C:88]([C:90]([F:93])([F:92])[F:91])[CH:87]=[C:86]([C:94]([F:97])([F:96])[F:95])[CH:85]=1. Product: [F:91][C:90]([F:92])([F:93])[C:88]1[CH:89]=[C:84]([N:63]([CH2:62][C:53]2[CH:54]=[C:55]([C:58]([F:61])([F:59])[F:60])[CH:56]=[CH:57][C:52]=2[C:50]2[CH:51]=[C:46]([CH:43]([CH3:45])[CH3:44])[CH:47]=[CH:48][C:49]=2[O:81][CH3:82])[C:64]2[N:65]=[CH:66][C:67]([O:70][CH2:71][CH2:72][CH2:73][C:74]([O:76][C:77]([CH3:80])([CH3:79])[CH3:78])=[O:75])=[CH:68][N:69]=2)[CH:85]=[C:86]([C:94]([F:95])([F:96])[F:97])[CH:87]=1. The catalyst class is: 487.